From a dataset of Forward reaction prediction with 1.9M reactions from USPTO patents (1976-2016). Predict the product of the given reaction. (1) Given the reactants [Cl:1][C:2]1[CH:23]=[C:22]([Cl:24])[CH:21]=[CH:20][C:3]=1[CH2:4][N:5]1[C:9]([CH2:10][CH2:11][C:12](OCC)=[O:13])=[CH:8][C:7]([CH:17]([CH3:19])[CH3:18])=[N:6]1.[H-].C([Al+]CC(C)C)C(C)C.C(O)C.[Cl-].[NH4+], predict the reaction product. The product is: [Cl:1][C:2]1[CH:23]=[C:22]([Cl:24])[CH:21]=[CH:20][C:3]=1[CH2:4][N:5]1[C:9]([CH2:10][CH2:11][CH2:12][OH:13])=[CH:8][C:7]([CH:17]([CH3:19])[CH3:18])=[N:6]1. (2) Given the reactants Cl[C:2]([O:4][C:5]1[CH:10]=[CH:9][CH:8]=[CH:7][CH:6]=1)=[O:3].[Cl:11][C:12]1[CH:13]=[C:14]([CH:16]=[CH:17][C:18]=1[C:19]([F:22])([F:21])[F:20])[NH2:15].N1C=CC=CC=1, predict the reaction product. The product is: [Cl:11][C:12]1[CH:13]=[C:14]([NH:15][C:2](=[O:3])[O:4][C:5]2[CH:10]=[CH:9][CH:8]=[CH:7][CH:6]=2)[CH:16]=[CH:17][C:18]=1[C:19]([F:21])([F:22])[F:20]. (3) Given the reactants [CH3:1][N:2]1[CH2:7][CH2:6][CH:5]([CH2:8][CH2:9][CH2:10][OH:11])[CH2:4][CH2:3]1.[H-].[Na+].[Br:14][C:15]1[CH:16]=[C:17]([NH:21][C:22]2[C:31]3[C:26](=[CH:27][C:28](F)=[C:29]([N+:32]([O-:34])=[O:33])[CH:30]=3)[N:25]=[CH:24][N:23]=2)[CH:18]=[CH:19][CH:20]=1, predict the reaction product. The product is: [Br:14][C:15]1[CH:16]=[C:17]([NH:21][C:22]2[C:31]3[C:26](=[CH:27][C:28]([O:11][CH2:10][CH2:9][CH2:8][CH:5]4[CH2:6][CH2:7][N:2]([CH3:1])[CH2:3][CH2:4]4)=[C:29]([N+:32]([O-:34])=[O:33])[CH:30]=3)[N:25]=[CH:24][N:23]=2)[CH:18]=[CH:19][CH:20]=1. (4) Given the reactants [CH3:1][N:2]([CH3:31])[CH2:3][CH2:4][CH2:5][O:6][C:7]1[CH:8]=[N:9][C:10]([C:13]2[CH:14]=[C:15]([CH:28]=[CH:29][CH:30]=2)[CH2:16][N:17]2[C:22](=[O:23])[CH:21]=[CH:20][C:19]([C:24]([NH:26][OH:27])=[NH:25])=[N:18]2)=[N:11][CH:12]=1.N1C=CC=CC=1.Cl[C:39](OCC)=[O:40], predict the reaction product. The product is: [CH3:31][N:2]([CH3:1])[CH2:3][CH2:4][CH2:5][O:6][C:7]1[CH:8]=[N:9][C:10]([C:13]2[CH:14]=[C:15]([CH:28]=[CH:29][CH:30]=2)[CH2:16][N:17]2[C:22](=[O:23])[CH:21]=[CH:20][C:19]([C:24]3[NH:25][C:39](=[O:40])[O:27][N:26]=3)=[N:18]2)=[N:11][CH:12]=1. (5) Given the reactants [CH3:1][O:2][C:3](=[O:22])[C:4]1[CH:9]=[C:8]([O:10][CH:11]([CH3:13])[CH3:12])[CH:7]=[C:6]([O:14][C:15]2[CH:20]=[CH:19][C:18](Br)=[CH:17][CH:16]=2)[CH:5]=1.[P:23]([O-:32])([O:28][CH:29]([CH3:31])[CH3:30])[O:24][CH:25]([CH3:27])[CH3:26].C([SiH](CC)CC)C.CCN(CC)CC, predict the reaction product. The product is: [CH3:1][O:2][C:3](=[O:22])[C:4]1[CH:9]=[C:8]([O:10][CH:11]([CH3:13])[CH3:12])[CH:7]=[C:6]([O:14][C:15]2[CH:20]=[CH:19][C:18]([P:23]([O:28][CH:29]([CH3:31])[CH3:30])([O:24][CH:25]([CH3:27])[CH3:26])=[O:32])=[CH:17][CH:16]=2)[CH:5]=1. (6) Given the reactants ClC1C(C(OC)=O)=CC=C2C=1C=CN2.[NH2:15][C:16]1[C:25]([CH3:26])=[CH:24][C:19]([C:20]([O:22][CH3:23])=[O:21])=[C:18]([C:27]([F:30])([F:29])[F:28])[C:17]=1[C:31]#[CH:32], predict the reaction product. The product is: [CH3:26][C:25]1[CH:24]=[C:19]([C:20]([O:22][CH3:23])=[O:21])[C:18]([C:27]([F:28])([F:29])[F:30])=[C:17]2[C:16]=1[NH:15][CH:32]=[CH:31]2.